This data is from Experimentally validated miRNA-target interactions with 360,000+ pairs, plus equal number of negative samples. The task is: Binary Classification. Given a miRNA mature sequence and a target amino acid sequence, predict their likelihood of interaction. (1) The protein sequence of the target gene is MQIITTALVCLLLAGMWPEDVDSKSMQVPFSRCCFSFAEQEIPLRAILCYRNTSSICSNEGLIFKLKRGKEACALDTVGWVQRHRKMLRHCPSKRK. Result: 0 (no interaction). The miRNA is hsa-miR-449c-5p with sequence UAGGCAGUGUAUUGCUAGCGGCUGU. (2) The miRNA is hsa-miR-4531 with sequence AUGGAGAAGGCUUCUGA. The protein sequence of the target gene is MASELAMSNSDLPTSPLAMEYVNDFDLMKFEVKKEPVETDRIISQCGRLIAGGSLSSTPMSTPCSSVPPSPSFSAPSPGSGSEQKAHLEDYYWMTGYPQQLNPEALGFSPEDAVEALISNSHQLQGGFDGYARGAQQLAAAAGAGAGASLGGSGEEMGPAAAVVSAVIAAAAAQSGAGPHYHHHHHHAAGHHHHPTAGAPGAAGSAAASAGGAGGAGGGGPASAGGGGGGGGGGGGGGAAGAGGALHPHHAAGGLHFDDRFSDEQLVTMSVRELNRQLRGVSKEEVIRLKQKRRTLKNRG.... Result: 1 (interaction). (3) The miRNA is hsa-miR-4524a-5p with sequence AUAGCAGCAUGAACCUGUCUCA. The protein sequence of the target gene is MANKGPSYGMSREVQSKIEKKYDEELEERLVEWIIVQCGPDVGRPDRGRLGFQVWLKNGVILSKLVNSLYPDGSKPVKVPENPPSMVFKQMEQVAQFLKAAEDYGVIKTDMFQTVDLFEGKDMAAVQRTLMALGSLAVTKNDGHYRGDPNWFMKKAQEHKREFTESQLQEGKHVIGLQMGSNRGASQAGMTGYGRPRQIIS. Result: 0 (no interaction). (4) The miRNA is hsa-miR-376a-2-5p with sequence GGUAGAUUUUCCUUCUAUGGU. The protein sequence of the target gene is MMMKIPWGSIPVLMLLLLLGLIDISQAQLSCTGPPAIPGIPGIPGTPGPDGQPGTPGIKGEKGLPGLAGDHGEFGEKGDPGIPGNPGKVGPKGPMGPKGGPGAPGAPGPKGESGDYKATQKIAFSATRTINVPLRRDQTIRFDHVITNMNNNYEPRSGKFTCKVPGLYYFTYHASSRGNLCVNLMRGRERAQKVVTFCDYAYNTFQVTTGGMVLKLEQGENVFLQATDKNSLLGMEGANSIFSGFLLFPDMEA. Result: 0 (no interaction). (5) The miRNA is gga-let-7i with sequence UGAGGUAGUAGUUUGUGCUGU. The protein sequence of the target gene is MSVVTGGGEAAGGGGGGGARVFFQSPRGGTGGSPGSSSSSGSSREDSAPVTTVAAAGQVQQQQRRHQQGKVTVKYDRKELRKRLVLEEWIVEQLGQLYGCEEEEMPDVEIDIDDLLDANSEEERASKLQEALVDCYKPTEEFIRELLSRIRGMRKLSPPQKKSV. Result: 0 (no interaction). (6) The protein sequence of the target gene is MEAPERAGGGEPPEPGGRPVLGPRAFVPQKEIVYNKLLPYAERLDAESDLQLAQIKSNLGRAVQLQELWPGGLFWTRKLSTYIRLYGRKFSKEDHVLFIKLLYELVSIPKLEISMMQGFARLLINLLKKKELLSRDDLELPWRPLYDLVERILYSKTEHLRLNSFPNSIENVLKTLVKSCRPYFPADSTAEMLEEWRPLMCPFDVTMQKAISYFEIFLPTSLPPELHHKGFKLWFDELIGLWVSVQNLPQWEGQLVNLFARLATDNIGYIDWDPYVPKIFTRILRSLNLPVGSSQVLVPR.... Result: 0 (no interaction). The miRNA is hsa-miR-1248 with sequence ACCUUCUUGUAUAAGCACUGUGCUAAA.